This data is from Forward reaction prediction with 1.9M reactions from USPTO patents (1976-2016). The task is: Predict the product of the given reaction. (1) Given the reactants [Br:1][C:2]1[C:3]([N:21]2[CH2:26][CH2:25][CH2:24][C@@H:23]([NH:27]C(=O)OC(C)(C)C)[CH2:22]2)=[C:4]2[C:10]([NH:11][C:12](=[O:20])[C:13]3[CH:18]=[CH:17][C:16]([CH3:19])=[N:15][CH:14]=3)=[CH:9][NH:8][C:5]2=[N:6][CH:7]=1.C(O)(C(F)(F)F)=O.C(Cl)[Cl:43], predict the reaction product. The product is: [ClH:43].[NH2:27][C@@H:23]1[CH2:24][CH2:25][CH2:26][N:21]([C:3]2[C:2]([Br:1])=[CH:7][N:6]=[C:5]3[NH:8][CH:9]=[C:10]([NH:11][C:12](=[O:20])[C:13]4[CH:18]=[CH:17][C:16]([CH3:19])=[N:15][CH:14]=4)[C:4]=23)[CH2:22]1. (2) Given the reactants F[C:2](F)(F)[C:3]1[CH:8]=[CH:7][N:6]=[C:5]([N:9]2[C@@H:16]3[C@@H:11]([CH2:12][CH2:13]N[CH2:15]3)C2)N=1.[Cl:19][C:20]1N=C(C(F)(F)F)C=CN=1.C([O-])([O-])=[O:31].[K+].[K+].CCN(C(C)C)C(C)C.[C:45](#[N:47])[CH3:46], predict the reaction product. The product is: [C@@H:46]12[N:6]([C:5]3[O:31][C:11]4[CH:12]=[CH:13][C:20]([Cl:19])=[CH:15][C:16]=4[N:9]=3)[CH2:7][C@@H:8]1[CH2:3][CH2:2][NH:47][CH2:45]2.